From a dataset of Forward reaction prediction with 1.9M reactions from USPTO patents (1976-2016). Predict the product of the given reaction. (1) Given the reactants Cl.[CH2:2]([N:6]([CH2:11][CH2:12][CH2:13]Cl)[CH2:7][CH2:8][CH2:9][CH3:10])[CH2:3][CH2:4][CH3:5].[OH:15][C:16]1[CH:23]=[CH:22][C:19]([CH:20]=[O:21])=[CH:18][CH:17]=1.C(=O)([O-])[O-].[K+].[K+].CCC(C)=O, predict the reaction product. The product is: [CH2:2]([N:6]([CH2:7][CH2:8][CH2:9][CH3:10])[CH2:11][CH2:12][CH2:13][O:15][C:16]1[CH:23]=[CH:22][C:19]([CH:20]=[O:21])=[CH:18][CH:17]=1)[CH2:3][CH2:4][CH3:5]. (2) Given the reactants Cl[C:2]1[C:30]([CH3:31])=[CH:29][C:5]2[N:6]=[C:7]3[C:12]([N:13]([CH2:14][CH2:15][CH2:16][CH2:17][CH2:18][CH2:19][C:20]([O:22][C:23]([CH3:26])([CH3:25])[CH3:24])=[O:21])[C:4]=2[CH:3]=1)=[N:11][C:10](=[O:27])[NH:9][C:8]3=[O:28].[OH:32][CH:33]([CH2:36][OH:37])[CH2:34][NH2:35], predict the reaction product. The product is: [OH:32][CH:33]([CH2:36][OH:37])[CH2:34][NH:35][C:2]1[C:30]([CH3:31])=[CH:29][C:5]2[N:6]=[C:7]3[C:12]([N:13]([CH2:14][CH2:15][CH2:16][CH2:17][CH2:18][CH2:19][C:20]([O:22][C:23]([CH3:26])([CH3:25])[CH3:24])=[O:21])[C:4]=2[CH:3]=1)=[N:11][C:10](=[O:27])[NH:9][C:8]3=[O:28]. (3) Given the reactants [CH3:1][O:2][C:3]([C:5]1([CH2:17][C:18]#[CH:19])[CH2:9][CH2:8][N:7]([C:10]([O:12][C:13]([CH3:16])([CH3:15])[CH3:14])=[O:11])[CH2:6]1)=[O:4].Br[CH2:21]C#CC, predict the reaction product. The product is: [CH3:1][O:2][C:3]([C:5]1([CH2:17][C:18]#[C:19][CH3:21])[CH2:9][CH2:8][N:7]([C:10]([O:12][C:13]([CH3:14])([CH3:15])[CH3:16])=[O:11])[CH2:6]1)=[O:4].